From a dataset of Full USPTO retrosynthesis dataset with 1.9M reactions from patents (1976-2016). Predict the reactants needed to synthesize the given product. (1) Given the product [Br:20][C:17]1[CH:18]=[CH:19][C:14]([O:5][CH2:4][CH2:3][O:2][CH3:1])=[N:15][CH:16]=1, predict the reactants needed to synthesize it. The reactants are: [CH3:1][O:2][CH2:3][CH2:4][OH:5].[H-].[Na+].C1COCC1.Br[C:14]1[CH:19]=[CH:18][C:17]([Br:20])=[CH:16][N:15]=1. (2) Given the product [F:1][C:2]1[C:3]([C:9](=[N:13][OH:14])[CH3:10])=[N:4][CH:5]=[C:6]([F:8])[CH:7]=1, predict the reactants needed to synthesize it. The reactants are: [F:1][C:2]1[C:3]([C:9](=O)[CH3:10])=[N:4][CH:5]=[C:6]([F:8])[CH:7]=1.Cl.[NH2:13][OH:14].CCN(CC)CC.